Predict the product of the given reaction. From a dataset of Forward reaction prediction with 1.9M reactions from USPTO patents (1976-2016). (1) Given the reactants Br[CH2:2][CH2:3][N:4]1[C:8]2[N:9]=[C:10]([NH2:14])[N:11]=[C:12]([Cl:13])[C:7]=2[CH:6]=[CH:5]1.[F:15][C:16]1[CH:21]=[C:20]([F:22])[CH:19]=[CH:18][C:17]=1[N:23]1[CH2:28][CH2:27][NH:26][CH2:25][CH2:24]1.C(=O)([O-])[O-].[K+].[K+], predict the reaction product. The product is: [Cl:13][C:12]1[C:7]2[CH:6]=[CH:5][N:4]([CH2:3][CH2:2][N:26]3[CH2:25][CH2:24][N:23]([C:17]4[CH:18]=[CH:19][C:20]([F:22])=[CH:21][C:16]=4[F:15])[CH2:28][CH2:27]3)[C:8]=2[N:9]=[C:10]([NH2:14])[N:11]=1. (2) The product is: [CH3:1][S:2]([CH2:5][CH2:6][CH2:7][O:8][C:9]1[CH:14]=[CH:13][C:12]([C:15]2[CH:20]=[CH:19][CH:18]=[C:17]([CH2:21][O:22][C:23]3[CH:28]=[CH:27][C:26]([C:29]4([CH2:33][C:34]([OH:36])=[O:35])[CH2:30][O:31][CH2:32]4)=[CH:25][CH:24]=3)[CH:16]=2)=[CH:11][C:10]=1[C:39]([F:40])([F:42])[F:41])(=[O:4])=[O:3]. Given the reactants [CH3:1][S:2]([CH2:5][CH2:6][CH2:7][O:8][C:9]1[CH:14]=[CH:13][C:12]([C:15]2[CH:20]=[CH:19][CH:18]=[C:17]([CH2:21][O:22][C:23]3[CH:28]=[CH:27][C:26]([C:29]4([CH2:33][C:34]([O:36]CC)=[O:35])[CH2:32][O:31][CH2:30]4)=[CH:25][CH:24]=3)[CH:16]=2)=[CH:11][C:10]=1[C:39]([F:42])([F:41])[F:40])(=[O:4])=[O:3], predict the reaction product. (3) Given the reactants [CH3:1][C:2]1([CH3:25])[CH2:6][C:5]2([CH2:11][CH2:10][C:9]([C:12]3[C:16]([CH:17]=O)=[CH:15][N:14]([CH:19]4[CH2:24][CH2:23][CH2:22][CH2:21][O:20]4)[N:13]=3)=[CH:8][CH2:7]2)[O:4][CH2:3]1.[CH3:26][N:27]([CH2:35][CH2:36][NH:37][CH3:38])[C:28](=[O:34])[O:29][C:30]([CH3:33])([CH3:32])[CH3:31].[BH-](OC(C)=O)(OC(C)=O)OC(C)=O.[Na+], predict the reaction product. The product is: [CH3:1][C:2]1([CH3:25])[CH2:6][C:5]2([CH2:11][CH2:10][C:9]([C:12]3[C:16]([CH2:17][N:37]([CH3:38])[CH2:36][CH2:35][N:27]([CH3:26])[C:28](=[O:34])[O:29][C:30]([CH3:31])([CH3:32])[CH3:33])=[CH:15][N:14]([CH:19]4[CH2:24][CH2:23][CH2:22][CH2:21][O:20]4)[N:13]=3)=[CH:8][CH2:7]2)[O:4][CH2:3]1.